From a dataset of Full USPTO retrosynthesis dataset with 1.9M reactions from patents (1976-2016). Predict the reactants needed to synthesize the given product. (1) Given the product [CH3:2][O:3][C:4](=[O:23])[C:5]1[C:6](=[CH:11][C:12]([O:15][C:16]2[CH:21]=[CH:20][CH:19]=[CH:18][C:17]=2[NH:22][C:34](=[O:35])[CH2:33][C:28]2[CH:29]=[CH:30][CH:31]=[CH:32][C:27]=2[N+:24]([O-:26])=[O:25])=[CH:13][CH:14]=1)[C:7]([O:9][CH3:10])=[O:8], predict the reactants needed to synthesize it. The reactants are: Cl.[CH3:2][O:3][C:4](=[O:23])[C:5]1[C:6](=[CH:11][C:12]([O:15][C:16]2[CH:21]=[CH:20][CH:19]=[CH:18][C:17]=2[NH2:22])=[CH:13][CH:14]=1)[C:7]([O:9][CH3:10])=[O:8].[N+:24]([C:27]1[CH:32]=[CH:31][CH:30]=[CH:29][C:28]=1[CH2:33][C:34](Cl)=[O:35])([O-:26])=[O:25]. (2) The reactants are: [ClH:1].[O:2]=[C:3]([NH:46][C:47]1[CH:52]=[CH:51][C:50]([C:53]2[NH:57][N:56]=[N:55][N:54]=2)=[CH:49][CH:48]=1)[C@@H:4]([NH:28][C:29]([C@H:31]1[CH2:36][CH2:35][C@H:34]([CH2:37][NH:38]C(=O)OC(C)(C)C)[CH2:33][CH2:32]1)=[O:30])[CH2:5][C:6]1[CH:7]=[C:8]([C:12]2[CH:17]=[CH:16][C:15]([C:18](=[O:27])[NH:19][CH2:20][CH2:21][N:22]3[CH2:26][CH2:25][CH2:24][CH2:23]3)=[CH:14][CH:13]=2)[CH:9]=[CH:10][CH:11]=1.C(#N)C. Given the product [ClH:1].[NH2:38][CH2:37][C@H:34]1[CH2:33][CH2:32][C@H:31]([C:29]([NH:28][C@H:4]([C:3](=[O:2])[NH:46][C:47]2[CH:48]=[CH:49][C:50]([C:53]3[NH:57][N:56]=[N:55][N:54]=3)=[CH:51][CH:52]=2)[CH2:5][C:6]2[CH:7]=[C:8]([C:12]3[CH:13]=[CH:14][C:15]([C:18]([NH:19][CH2:20][CH2:21][N:22]4[CH2:26][CH2:25][CH2:24][CH2:23]4)=[O:27])=[CH:16][CH:17]=3)[CH:9]=[CH:10][CH:11]=2)=[O:30])[CH2:36][CH2:35]1, predict the reactants needed to synthesize it. (3) Given the product [NH2:8][C:5]1[CH:6]=[CH:7][C:2]([Cl:1])=[CH:3][C:4]=1[CH:16]([C:18]1[CH:23]=[CH:22][CH:21]=[C:20]([O:24][CH3:25])[C:19]=1[Cl:26])[OH:17], predict the reactants needed to synthesize it. The reactants are: [Cl:1][C:2]1[CH:7]=[CH:6][C:5]([NH:8]C(=O)OC(C)(C)C)=[C:4]([CH:16]([C:18]2[CH:23]=[CH:22][CH:21]=[C:20]([O:24][CH3:25])[C:19]=2[Cl:26])[OH:17])[CH:3]=1.Cl.[OH-].[Na+]. (4) The reactants are: [F:1][C:2]([F:14])([F:13])[C:3]1[CH:11]=[CH:10][C:6]([C:7]([OH:9])=O)=[C:5]([OH:12])[CH:4]=1.[Li][CH3:16].O.Cl. Given the product [OH:12][C:5]1[CH:4]=[C:3]([C:2]([F:1])([F:14])[F:13])[CH:11]=[CH:10][C:6]=1[C:7](=[O:9])[CH3:16], predict the reactants needed to synthesize it. (5) The reactants are: [Cl:1][C:2]1[S:6][C:5]([C:7]2[N:12]=[C:11](OS(C(F)(F)F)(=O)=O)[C:10]([CH2:21][CH3:22])=[C:9]([CH3:23])[N:8]=2)=[CH:4][CH:3]=1.[OH:24][B:25]1[C:29]2[CH:30]=[C:31]([NH2:34])[CH:32]=[CH:33][C:28]=2[CH2:27][O:26]1.CS(C)=O. Given the product [Cl:1][C:2]1[S:6][C:5]([C:7]2[N:12]=[C:11]([NH:34][C:31]3[CH:32]=[CH:33][C:28]4[CH2:27][O:26][B:25]([OH:24])[C:29]=4[CH:30]=3)[C:10]([CH2:21][CH3:22])=[C:9]([CH3:23])[N:8]=2)=[CH:4][CH:3]=1, predict the reactants needed to synthesize it. (6) Given the product [CH:41]1([C@H:37]([NH:36][C:34](=[O:35])[O:33][C:29]([CH3:31])([CH3:30])[CH3:32])[C:38]([N:26]2[CH2:25][CH2:24][CH:23]([N:14]3[N:13]=[C:12]([C:6]4[CH:7]=[CH:8][C:9]([O:10][CH3:11])=[C:4]([O:3][CH3:2])[CH:5]=4)[C@@H:21]4[C@@H:16]([CH2:17][CH2:18][CH2:19][CH2:20]4)[C:15]3=[O:22])[CH2:28][CH2:27]2)=[O:39])[CH2:42][CH2:43][CH2:44][CH2:45][CH2:46]1, predict the reactants needed to synthesize it. The reactants are: Cl.[CH3:2][O:3][C:4]1[CH:5]=[C:6]([C:12]2[C@@H:21]3[C@@H:16]([CH2:17][CH2:18][CH2:19][CH2:20]3)[C:15](=[O:22])[N:14]([CH:23]3[CH2:28][CH2:27][NH:26][CH2:25][CH2:24]3)[N:13]=2)[CH:7]=[CH:8][C:9]=1[O:10][CH3:11].[C:29]([O:33][C:34]([NH:36][C@@H:37]([CH:41]1[CH2:46][CH2:45][CH2:44][CH2:43][CH2:42]1)[C:38](O)=[O:39])=[O:35])([CH3:32])([CH3:31])[CH3:30].CN(C(ON1N=NC2C=CC=CC1=2)=[N+](C)C)C.F[P-](F)(F)(F)(F)F.CCN(C(C)C)C(C)C. (7) The reactants are: [NH2:1][CH:2]1[CH2:10][CH2:9][C:8]2[N:7]([C:11]3[S:12][C:13]([C:17]([O:19][CH2:20][CH3:21])=[O:18])=[C:14]([CH3:16])[N:15]=3)[N:6]=[CH:5][C:4]=2[CH2:3]1.[Cl:22][C:23]1[N:24]=[C:25]([C:30](O)=[O:31])[NH:26][C:27]=1[CH2:28][CH3:29].CCN=C=NCCCN(C)C.Cl.ON1C2C=CC=CC=2N=N1.CN1CCOCC1. Given the product [Cl:22][C:23]1[N:24]=[C:25]([C:30]([NH:1][CH:2]2[CH2:10][CH2:9][C:8]3[N:7]([C:11]4[S:12][C:13]([C:17]([O:19][CH2:20][CH3:21])=[O:18])=[C:14]([CH3:16])[N:15]=4)[N:6]=[CH:5][C:4]=3[CH2:3]2)=[O:31])[NH:26][C:27]=1[CH2:28][CH3:29], predict the reactants needed to synthesize it.